Dataset: Drug-target binding data from BindingDB using IC50 measurements. Task: Regression. Given a target protein amino acid sequence and a drug SMILES string, predict the binding affinity score between them. We predict pIC50 (pIC50 = -log10(IC50 in M); higher means more potent). Dataset: bindingdb_ic50. (1) The drug is CCOC(=O)CC(C1O[C@H]2OC(C)(C)O[C@H]2[C@@H]1OCc1ccccc1)N(Cc1ccccc1)C(=O)Nc1ccc(Cl)cc1. The target protein (P9WNV1) has sequence MSSPDADQTAPEVLRQWQALAEEVREHQFRYYVRDAPIISDAEFDELLRRLEALEEQHPELRTPDSPTQLVGGAGFATDFEPVDHLERMLSLDNAFTADELAAWAGRIHAEVGDAAHYLCELKIDGVALSLVYREGRLTRASTRGDGRTGEDVTLNARTIADVPERLTPGDDYPVPEVLEVRGEVFFRLDDFQALNASLVEEGKAPFANPRNSAAGSLRQKDPAVTARRRLRMICHGLGHVEGFRPATLHQAYLALRAWGLPVSEHTTLATDLAGVRERIDYWGEHRHEVDHEIDGVVVKVDEVALQRRLGSTSRAPRWAIAYKYPPEEAQTKLLDIRVNVGRTGRITPFAFMTPVKVAGSTVGQATLHNASEIKRKGVLIGDTVVIRKAGDVIPEVLGPVVELRDGSEREFIMPTTCPECGSPLAPEKEGDADIRCPNARGCPGQLRERVFHVASRNGLDIEVLGYEAGVALLQAKVIADEGELFALTERDLLRTDLFR.... The pIC50 is 5.0. (2) The small molecule is CN(CCOc1ccc(CC2SC(=O)NC2=O)cc1)c1ccccn1. The target is CKENALLRYLLDKDD. The pIC50 is 6.9. (3) The compound is C/C=C/Cn1cc(-c2ccc(C(=O)N3CCOCC3)c(OC(C)C)c2)c2cc(C)[nH]c2c1=O. The target protein sequence is AENESTPIQQLLEHFLRQLQRKDPHGFFAFPVTDAIAPGYSMIIKHPMDFGTMKDKIVANEYKSVTEFKADFKLMCDNAMTYNRPDTVYYKLAKKILHAGFKMMSKQAALLGNEDTAVEEPVPEVVPVQVETAKKSKKPSREVISCMFEPEGNACSLTDSTAEEHVLALVEHAADEARDRINRFLPGGKMGYLKRNGDGSLLYSVVNTAEPDADEEETHPVDLSSLSSKLLPGFTTLGFKDERRNKVTFLSSATTALSMQNNSVFGDLKSDEMELLYSAYGDETGVQCALSLQEFVKDAGSYSKKVVDDLLDQITGGDHSRTLFQLKQRRNVPMKPPDEAKVGDTL. The pIC50 is 8.5. (4) The compound is COc1ccc(NC(S)=NCCN2CCOCC2)cc1. The target protein (Q869C3) has sequence MEIRGLLMGRLRLGRRMVPLGLLGVTALLLILPPFALVQGRHHELNNGAAIGSHQLSAAAGVGLASQSAQSGSLASGVMSSVPAAGASSSSSSSLLSSSAEDDVARITLSKDADAFFTPYIGHGESVRIIDAELGTLEHVHSGATPRRRGLTRRESNSDANDNDPLVVNTDKGRIRGITVDAPSGKKVDVWLGIPYAQPPVGPLRFRHPRPAEKWTGVLNTTTPPNSCVQIVDTVFGDFPGATMWNPNTPLSEDCLYINVVAPRPRPKNAAVMLWIFGGGFYSGTATLDVYDHRALASEENVIVVSLQYRVASLGFLFLGTPEAPGNAGLFDQNLALRWVRDNIHRFGGDPSRVTLFGESAGAVSVSLHLLSALSRDLFQRAILQSGSPTAPWALVSREEATLRALRLAEAVGCPHEPSKLSDAVECLRGKDPHVLVNNEWGTLGICEFPFVPVVDGAFLDETPQRSLASGRFKKTEILTGSNTEEGYYFIIYYLTELLR.... The pIC50 is 5.0. (5) The small molecule is C[C@@H]1C[C@@](O)(CC(=O)O)c2cc(F)c(Br)cc2O1. The target protein (P15121) has sequence MASRLLLNNGAKMPILGLGTWKSPPGQVTEAVKVAIDVGYRHIDCAHVYQNENEVGVAIQEKLREQVVKREELFIVSKLWCTYHEKGLVKGACQKTLSDLKLDYLDLYLIHWPTGFKPGKEFFPLDESGNVVPSDTNILDTWAAMEELVDEGLVKAIGISNFNHLQVEMILNKPGLKYKPAVNQIECHPYLTQEKLIQYCQSKGIVVTAYSPLGSPDRPWAKPEDPSLLEDPRIKAIAAKHNKTTAQVLIRFPMQRNLVVIPKSVTPERIAENFKVFDFELSSQDMTTLLSYNRNWRVCALLSCTSHKDYPFHEEF. The pIC50 is 6.9.